From a dataset of Experimentally validated miRNA-target interactions with 360,000+ pairs, plus equal number of negative samples. Binary Classification. Given a miRNA mature sequence and a target amino acid sequence, predict their likelihood of interaction. (1) The miRNA is mmu-miR-1a-3p with sequence UGGAAUGUAAAGAAGUAUGUAU. The protein sequence of the target gene is MLFSGGQYSPVGRPEEVLLIYKIFLVIICFHVILVTSLKENGNSSLLSPSAESSLVSLIPYSNGTPDAASEVLSTLNKTEKSKITIVKTFNASGVKSQRNICNLSSLCNDSVFFRGEIVFQHDEDHNVTQNQDTANGTFAGVLSLSELKRSELNKTLQTLSETYFIVCATAEAQSTVNCTFTVKLNETMNVCAMMVTFQTVQIRPMEQCCCSPRTPCPSSPEELEKLQCELQDPIVCLADQPHGPPLSSSSKPVVPQATIISHVASDFSLAEPLDHALMTPSTPSLTQESNLPSPQPTIP.... Result: 0 (no interaction). (2) The miRNA is mmu-miR-3098-5p with sequence UCCUAACAGCAGGAGUAGGAGC. The protein sequence of the target gene is MAKWGQGDPRWIVEEREDGTNVNNWHWTERDATIWSKGKLRELLVGIAMENEAGRCEISELKQVEGEASCNSRKGKLIFFYEWNIKLAWKGTVKESGAKHKGLIEIPSLSEENEINDTEVNVSKKKGDGEILKDLMRTTGTAKVREALGEYLKALKTEFTTGMILPTKAVATQELTLQRKLNENKLQASPVALGVRIPTVALHLTELFDTTVEQLYSIFTVKELVQKFSKSPAVLEAERGGKFQMFDGNISGEYVELVTNRKIIMKWRCRNWPEEHYATVELNFVPAPGQTELQLDCKGV.... Result: 0 (no interaction). (3) The miRNA is mmu-miR-666-3p with sequence GGCUGCAGCGUGAUCGCCUGCU. The protein sequence of the target gene is MAPQQGRPALPARCEPPAAPPVPPRRERGGRGARGPGVSGGRGRAGGAEGRGVKCVLVGDGAVGKTSLVVSYTTNGYPTEYIPTAFDNFSAVVSVDGRPVRLQLCDTAGQDEFDKLRPLCYTNTDIFLLCFSVVSPTSFQNVGEKWVPEIRRHCPKAPIILVGTQSDLREDVKVLIELDKCKEKPVPEEAAKLCAEEVKAVSYIECSALTQKNLKEVFDAAIVAGIQHSDSQLQPKKSKSRTPDKVRDLSKSWWRKYCCLA. Result: 0 (no interaction). (4) The miRNA is hsa-miR-598-5p with sequence GCGGUGAUCCCGAUGGUGUGAGC. The protein sequence of the target gene is MATNPQPQPPPPAPPPPPPQPQPQPPPPPPGPGAGPGAGGAGGAGAGAGDPQLVAMIVNHLKSQGLFDQFRRDCLADVDTKPAYQNLRQRVDNFVANHLATHTWSPHLNKNQLRNNIRQQVLKSGMLESGIDRIISQVVDPKINHTFRPQVEKAVHEFLATLNHKEEGSGNTAPDDEKPDTSLITQGVPTPGPSANVANDAMSILETITSLNQEASAARASTETSNAKTSERASKKLPSQPTTDTSTDKERTSEDMADKEKSTADSGGEGLETAPKSEEFSDLPCPVEEIKNYTKEHNNL.... Result: 0 (no interaction). (5) The miRNA is dme-miR-2b-3p with sequence UAUCACAGCCAGCUUUGAGGAGC. The protein sequence of the target gene is MEYLSALNPSDLLRSVSNISSEFGRRVWTSAPPPQRPFRVCDHKRTIRKGLTAATRQELLAKALETLLLNGVLTLVLEEDGTAVDSEDFFQLLEDDTCLMVLQSGQSWSPTRSGVLSYGLGRERPKHSKDIARFTFDVYKQNPRDLFGSLNVKATFYGLYSMSCDFQGLGPKKVLRELLRWTSTLLQGLGHMLLGISSTLRHAVEGAEQWQQKGRLHSY. Result: 0 (no interaction). (6) The miRNA is hsa-miR-6801-3p with sequence ACCCCUGCCACUCACUGGCC. The protein sequence of the target gene is MKLLQVLLVLLFVALADGAQPKRCFSNVEGYCRKKCRLVEISEMGCLHGKYCCVNELENKKHKKHSVVEETVKLQDKSKVQDYMILPTVTYYTISI. Result: 0 (no interaction).